The task is: Predict the product of the given reaction.. This data is from Forward reaction prediction with 1.9M reactions from USPTO patents (1976-2016). (1) Given the reactants [CH3:1][CH2:2][CH2:3][C:4]1[C:10]2[C:11]3[O:25][C:24]([CH3:27])([CH3:26])[CH:23]=[CH:22][C:12]=3[C:13]3[O:18][C@H:17]([CH3:19])[C@@H:16]([CH3:20])[C@H:15]([OH:21])[C:14]=3[C:9]=2[O:8][C:6](=[O:7])[CH:5]=1.CCCC1C2C3OC(C)(C)C=CC=3C3O[C@@H](C)[C@H](C)[C@@H](O)C=3C=2OC(=O)C=1.CCCCCC.C(OCC)(=O)C, predict the reaction product. The product is: [CH3:1][CH2:2][CH2:3][C:4]1[C:10]2[C:11]3[O:25][C:24]([CH3:27])([CH3:26])[CH:23]=[CH:22][C:12]=3[C:13]3[O:18][CH:17]([CH3:19])[CH:16]([CH3:20])[CH:15]([OH:21])[C:14]=3[C:9]=2[O:8][C:6](=[O:7])[CH:5]=1. (2) Given the reactants [F:1][C:2]1[CH:7]=[CH:6][C:5]([C:8]2[C:20]([C:21](=O)[CH:22]=[CH:23]N(C)C)=[C:11]3[CH:12]=[CH:13][C:14]([C:16]([F:19])([F:18])[F:17])=[CH:15][N:10]3[N:9]=2)=[CH:4][CH:3]=1.S(O)(O)(=O)=O.[CH3:33][N:34]1[CH2:39][CH2:38][N:37]([CH2:40][CH2:41][CH2:42][NH:43][C:44]([NH2:46])=[NH:45])[CH2:36][CH2:35]1.C([O-])([O-])=O.[K+].[K+], predict the reaction product. The product is: [F:1][C:2]1[CH:3]=[CH:4][C:5]([C:8]2[C:20]([C:21]3[CH:22]=[CH:23][N:46]=[C:44]([NH:43][CH2:42][CH2:41][CH2:40][N:37]4[CH2:36][CH2:35][N:34]([CH3:33])[CH2:39][CH2:38]4)[N:45]=3)=[C:11]3[CH:12]=[CH:13][C:14]([C:16]([F:17])([F:19])[F:18])=[CH:15][N:10]3[N:9]=2)=[CH:6][CH:7]=1. (3) Given the reactants Cl.Cl.[CH2:3]([CH:5]1[C:13]2[C:12]([N:14]3[CH2:19][CH2:18][NH:17][CH2:16][CH2:15]3)=[N:11][CH:10]=[N:9][C:8]=2[CH2:7][S:6]1)[CH3:4].[C:20]([O:24][C:25]([NH:27][C@H:28]([CH2:32][C:33]1[CH:38]=[CH:37][C:36]([Cl:39])=[CH:35][CH:34]=1)[C:29](O)=[O:30])=[O:26])([CH3:23])([CH3:22])[CH3:21].CN(C(ON1N=NC2C=CC=CC1=2)=[N+](C)C)C.F[P-](F)(F)(F)(F)F, predict the reaction product. The product is: [Cl:39][C:36]1[CH:37]=[CH:38][C:33]([CH2:32][C@@H:28]([NH:27][C:25](=[O:26])[O:24][C:20]([CH3:22])([CH3:21])[CH3:23])[C:29]([N:17]2[CH2:16][CH2:15][N:14]([C:12]3[C:13]4[CH:5]([CH2:3][CH3:4])[S:6][CH2:7][C:8]=4[N:9]=[CH:10][N:11]=3)[CH2:19][CH2:18]2)=[O:30])=[CH:34][CH:35]=1. (4) Given the reactants [CH:1](=O)[CH2:2][CH2:3]/[CH:4]=[CH:5]\[CH2:6][CH2:7][CH2:8][CH2:9][CH2:10][CH2:11][CH3:12].[NH2:14][OH:15], predict the reaction product. The product is: [CH:1](=[N:14][OH:15])[CH:2]=[CH:3]/[CH:4]=[CH:5]\[CH2:6][CH2:7][CH2:8][CH2:9][CH2:10][CH2:11][CH3:12]. (5) Given the reactants [S:1]([O-])([O-:4])(=[O:3])=[O:2].[NH4+:6].[NH4+].N, predict the reaction product. The product is: [S:1]([O-:4])([O-:3])=[O:2].[NH4+:6].[NH4+:6].[S:1](=[O:2])([OH:4])[O-:3].[NH4+:6]. (6) Given the reactants Br[C:2]1[C:7]2[C:8]([NH2:11])=[N:9][NH:10][C:6]=2[CH:5]=[CH:4][N:3]=1.[F:12][C:13]1[CH:18]=[CH:17][C:16]([C:19]([F:22])([F:21])[F:20])=[CH:15][C:14]=1[NH:23][C:24]([NH:26][C:27]1[CH:32]=[CH:31][C:30](B2OC(C)(C)C(C)(C)O2)=[CH:29][CH:28]=1)=[O:25].C(=O)(O)[O-].[Na+].C(OCC)(=O)C, predict the reaction product. The product is: [NH2:11][C:8]1[C:7]2[C:2]([C:30]3[CH:29]=[CH:28][C:27]([NH:26][C:24]([NH:23][C:14]4[CH:15]=[C:16]([C:19]([F:20])([F:22])[F:21])[CH:17]=[CH:18][C:13]=4[F:12])=[O:25])=[CH:32][CH:31]=3)=[N:3][CH:4]=[CH:5][C:6]=2[NH:10][N:9]=1.